This data is from Reaction yield outcomes from USPTO patents with 853,638 reactions. The task is: Predict the reaction yield, written as a fraction of the theoretical maximum amount of product (1.0 means a 100% yield; for example, 0.34 means a 34% yield). (1) The reactants are Cl.[Cl:2][C:3]1[CH:24]=[CH:23][C:6]([CH2:7][N:8]2[C:12]3[CH:13]=[CH:14][CH:15]=[CH:16][C:11]=3[N:10]=[C:9]2[CH2:17][N:18]2[CH2:22][CH2:21][CH2:20][CH2:19]2)=[CH:5][CH:4]=1. The catalyst is O. The product is [ClH:2].[Cl:2][C:3]1[CH:4]=[CH:5][C:6]([CH2:7][N:8]2[C:12]3[CH:13]=[CH:14][CH:15]=[CH:16][C:11]=3[N:10]=[C:9]2[CH2:17][N:18]2[CH2:22][CH2:21][CH2:20][CH2:19]2)=[CH:23][CH:24]=1. The yield is 0.900. (2) The reactants are [C:1]([C:4]1[N:9]([C:10]2[CH:15]=[CH:14][CH:13]=[CH:12][CH:11]=2)[C:8](=[O:16])[N:7]2[CH:17]=[CH:18][CH:19]=[C:6]2[CH:5]=1)(=O)[CH3:2].C([O-])(=O)C.[NH4+].C([BH3-])#[N:26].[Na+].Cl.N.O.[BH4-].[Na+]. The catalyst is CCO. The product is [NH2:26][CH:1]([C:4]1[N:9]([C:10]2[CH:15]=[CH:14][CH:13]=[CH:12][CH:11]=2)[C:8](=[O:16])[N:7]2[CH:17]=[CH:18][CH:19]=[C:6]2[CH:5]=1)[CH3:2]. The yield is 0.630. (3) The reactants are [Cl:1][C:2]1[CH:3]=[C:4](OS(C(F)(F)F)(=O)=O)[CH:5]=[C:6]([Cl:21])[C:7]=1[CH2:8][C@@H:9]1[CH2:13][CH2:12][N:11]([N:14]2[CH2:19][CH2:18][O:17][CH2:16][CH2:15]2)[C:10]1=[O:20].[C:30]([O:34][C:35]([C:37]1[CH:42]=[CH:41][C:40](B(O)O)=[CH:39][CH:38]=1)=[O:36])([CH3:33])([CH3:32])[CH3:31].C(=O)([O-])[O-].[Na+].[Na+]. The catalyst is C1COCC1.O.C(OCC)(=O)C.C1C=CC([P]([Pd]([P](C2C=CC=CC=2)(C2C=CC=CC=2)C2C=CC=CC=2)([P](C2C=CC=CC=2)(C2C=CC=CC=2)C2C=CC=CC=2)[P](C2C=CC=CC=2)(C2C=CC=CC=2)C2C=CC=CC=2)(C2C=CC=CC=2)C2C=CC=CC=2)=CC=1. The product is [C:30]([O:34][C:35]([C:37]1[CH:42]=[CH:41][C:40]([C:4]2[CH:3]=[C:2]([Cl:1])[C:7]([CH2:8][C@@H:9]3[CH2:13][CH2:12][N:11]([N:14]4[CH2:19][CH2:18][O:17][CH2:16][CH2:15]4)[C:10]3=[O:20])=[C:6]([Cl:21])[CH:5]=2)=[CH:39][CH:38]=1)=[O:36])([CH3:33])([CH3:31])[CH3:32]. The yield is 0.740. (4) The reactants are [C:1]([C:5]1[N:9]([CH2:10][CH:11]2[CH2:16][CH2:15][O:14][CH2:13][CH2:12]2)[C:8]2[CH:17]=[CH:18][C:19]([S:21](Cl)(=[O:23])=[O:22])=[CH:20][C:7]=2[N:6]=1)([CH3:4])([CH3:3])[CH3:2].[CH:25]1([NH:31][CH3:32])[CH2:30][CH2:29][CH2:28][CH2:27][CH2:26]1. The catalyst is CN(C1C=CN=CC=1)C.CC#N. The product is [C:1]([C:5]1[N:9]([CH2:10][CH:11]2[CH2:16][CH2:15][O:14][CH2:13][CH2:12]2)[C:8]2[CH:17]=[CH:18][C:19]([S:21]([N:31]([CH:25]3[CH2:30][CH2:29][CH2:28][CH2:27][CH2:26]3)[CH3:32])(=[O:23])=[O:22])=[CH:20][C:7]=2[N:6]=1)([CH3:4])([CH3:3])[CH3:2]. The yield is 0.590. (5) The reactants are [CH2:1]([C@H:8]1[CH2:12][O:11][C:10](=[O:13])[N:9]1[C:14](=[O:20])[C@H:15]([CH:17]1[CH2:19][CH2:18]1)[OH:16])[C:2]1[CH:7]=[CH:6][CH:5]=[CH:4][CH:3]=1.N1C(C)=CC=CC=1C.FC(F)(F)S(O[Si:35]([CH:42]([CH3:44])[CH3:43])([CH:39]([CH3:41])[CH3:40])[CH:36]([CH3:38])[CH3:37])(=O)=O. The catalyst is ClCCl. The product is [CH2:1]([C@H:8]1[CH2:12][O:11][C:10](=[O:13])[N:9]1[C:14](=[O:20])[C@H:15]([CH:17]1[CH2:19][CH2:18]1)[O:16][Si:35]([CH:42]([CH3:44])[CH3:43])([CH:39]([CH3:41])[CH3:40])[CH:36]([CH3:38])[CH3:37])[C:2]1[CH:3]=[CH:4][CH:5]=[CH:6][CH:7]=1. The yield is 0.810. (6) The reactants are Br[C:2]1[CH:3]=[C:4]([C:8]([C:10]2[CH:11]=[C:12]([C:22]3[CH:27]=[CH:26][CH:25]=[CH:24][CH:23]=3)[CH:13]=[C:14]([C:16]3[CH:21]=[CH:20][CH:19]=[CH:18][CH:17]=3)[CH:15]=2)=[O:9])[CH:5]=[CH:6][CH:7]=1.[CH:28](B(O)O)=[CH:29][C:30]1[CH:35]=[CH:34][CH:33]=[CH:32][CH:31]=1.C(=O)([O-])[O-].[Na+].[Na+]. The catalyst is C1(C)C=CC=CC=1. The product is [CH:29]([C:30]1[CH:35]=[CH:34][C:33]([C:6]2[CH:7]=[CH:2][CH:3]=[C:4]([C:8]([C:10]3[CH:11]=[C:12]([C:22]4[CH:27]=[CH:26][CH:25]=[CH:24][CH:23]=4)[CH:13]=[C:14]([C:16]4[CH:17]=[CH:18][CH:19]=[CH:20][CH:21]=4)[CH:15]=3)=[O:9])[CH:5]=2)=[CH:32][CH:31]=1)=[CH2:28]. The yield is 0.450. (7) The reactants are [CH2:1]([O:3][C:4](=[O:17])[C:5](Cl)=[N:6][NH:7][C:8]1[CH:13]=[CH:12][C:11]([O:14][CH3:15])=[CH:10][CH:9]=1)[CH3:2].[N:18]1([C:24]2[C:25](=[O:30])[NH:26][CH2:27][CH2:28][CH:29]=2)[CH2:23][CH2:22][O:21][CH2:20][CH2:19]1.C(N(CC)CC)C.O. The catalyst is C(OCC)(=O)C. The product is [CH2:1]([O:3][C:4]([C:5]1[CH:29]2[C:24]([N:18]3[CH2:19][CH2:20][O:21][CH2:22][CH2:23]3)([C:25](=[O:30])[NH:26][CH2:27][CH2:28]2)[N:7]([C:8]2[CH:13]=[CH:12][C:11]([O:14][CH3:15])=[CH:10][CH:9]=2)[N:6]=1)=[O:17])[CH3:2]. The yield is 0.00650. (8) The reactants are [C:1]([O-:4])(=O)C.[Na+].[CH3:6][C:7]1[CH:13]=[CH:12][CH:11]=[C:10]([CH3:14])[C:8]=1[NH2:9]. The catalyst is C(O)=O. The product is [CH3:6][C:7]1[CH:13]=[CH:12][CH:11]=[C:10]([CH3:14])[C:8]=1[NH:9][CH:1]=[O:4]. The yield is 0.790. (9) The reactants are Cl.[C:2]([C:6]1[CH:10]=[C:9]([CH2:11][NH2:12])[N:8]([C:13]2[CH:18]=[CH:17][CH:16]=[C:15]([Cl:19])[CH:14]=2)[N:7]=1)([CH3:5])([CH3:4])[CH3:3].[F:20][C:21]1[CH:22]=[C:23]([NH:32][C:33](=O)[O:34]C2C=CC=CC=2)[CH:24]=[CH:25][C:26]=1[C:27]1([OH:31])[CH2:30][O:29][CH2:28]1. The catalyst is CC#N. The product is [C:2]([C:6]1[CH:10]=[C:9]([CH2:11][NH:12][C:33]([NH:32][C:23]2[CH:24]=[CH:25][C:26]([C:27]3([OH:31])[CH2:30][O:29][CH2:28]3)=[C:21]([F:20])[CH:22]=2)=[O:34])[N:8]([C:13]2[CH:18]=[CH:17][CH:16]=[C:15]([Cl:19])[CH:14]=2)[N:7]=1)([CH3:5])([CH3:3])[CH3:4]. The yield is 0.770.